Predict the product of the given reaction. From a dataset of Forward reaction prediction with 1.9M reactions from USPTO patents (1976-2016). Given the reactants [CH3:1][C:2]([C:12]1[C:20]2[O:19][CH2:18][CH2:17][C:16]=2[CH:15]=[CH:14][CH:13]=1)([CH3:11])[CH2:3][C:4]1([C:7]([F:10])([F:9])[F:8])[CH2:6][O:5]1.[F:21][C:22]1[CH:27]=[C:26]([F:28])[CH:25]=[CH:24][C:23]=1[N:29]1[C:37]2[CH:36]=[CH:35][CH:34]=[C:33]([NH2:38])[C:32]=2[CH:31]=[N:30]1, predict the reaction product. The product is: [F:21][C:22]1[CH:27]=[C:26]([F:28])[CH:25]=[CH:24][C:23]=1[N:29]1[C:37]2[C:32](=[C:33]([NH:38][CH2:6][C:4]([OH:5])([CH2:3][C:2]([C:12]3[C:20]4[O:19][CH2:18][CH2:17][C:16]=4[CH:15]=[CH:14][CH:13]=3)([CH3:11])[CH3:1])[C:7]([F:8])([F:9])[F:10])[CH:34]=[CH:35][CH:36]=2)[CH:31]=[N:30]1.